Dataset: Reaction yield outcomes from USPTO patents with 853,638 reactions. Task: Predict the reaction yield, written as a fraction of the theoretical maximum amount of product (1.0 means a 100% yield; for example, 0.34 means a 34% yield). (1) The reactants are [C:1]([S:5][CH2:6][C:7]1[N:12]=[CH:11][C:10]([CH2:13][NH:14][C:15]2[C:25]3[CH2:24][CH2:23][N:22](C(=O)C(F)(F)F)[CH2:21][CH2:20][C:19]=3[CH:18]=[CH:17][C:16]=2[Cl:32])=[CH:9][CH:8]=1)([CH3:4])([CH3:3])[CH3:2].C(=O)([O-])[O-].[K+].[K+]. The catalyst is CO.O. The product is [C:1]([S:5][CH2:6][C:7]1[N:12]=[CH:11][C:10]([CH2:13][NH:14][C:15]2[C:25]3[CH2:24][CH2:23][NH:22][CH2:21][CH2:20][C:19]=3[CH:18]=[CH:17][C:16]=2[Cl:32])=[CH:9][CH:8]=1)([CH3:4])([CH3:2])[CH3:3]. The yield is 1.00. (2) The reactants are C([N:8]1[CH2:21][CH2:20][C:19]2[C:18]3[C:13](=[CH:14][CH:15]=[C:16]4[O:25][CH2:24][CH:23]=[CH:22][C:17]4=3)[N:12]([CH2:26][CH2:27][CH2:28][CH2:29][O:30][C:31]3[CH:36]=[CH:35][CH:34]=[CH:33][CH:32]=3)[C:11]=2[CH2:10][CH2:9]1)C1C=CC=CC=1.[ClH:37]. The catalyst is C(O)C.[Pd]. The product is [ClH:37].[O:30]([CH2:29][CH2:28][CH2:27][CH2:26][N:12]1[C:13]2[C:18](=[C:17]3[CH2:22][CH2:23][CH2:24][O:25][C:16]3=[CH:15][CH:14]=2)[C:19]2[CH2:20][CH2:21][NH:8][CH2:9][CH2:10][C:11]1=2)[C:31]1[CH:32]=[CH:33][CH:34]=[CH:35][CH:36]=1. The yield is 0.990. (3) The reactants are [F:1][C:2]([F:15])([F:14])[C:3]1[CH:12]=[CH:11][C:10]([NH2:13])=[C:9]2[C:4]=1[CH:5]=[CH:6][CH:7]=[N:8]2.[N:16]1[CH:21]=[CH:20][CH:19]=[CH:18][C:17]=1[S:22](Cl)(=[O:24])=[O:23].N1C=CC=CC=1. The catalyst is CN(C1C=CN=CC=1)C.C(Cl)Cl. The product is [F:15][C:2]([F:1])([F:14])[C:3]1[CH:12]=[CH:11][C:10]([NH:13][S:22]([C:17]2[CH:18]=[CH:19][CH:20]=[CH:21][N:16]=2)(=[O:24])=[O:23])=[C:9]2[C:4]=1[CH:5]=[CH:6][CH:7]=[N:8]2. The yield is 0.310. (4) The reactants are [Cl:1][C:2]1[CH:7]=[CH:6][C:5]([C:8]2[C:14]3[CH:15]=[C:16]([O:19][CH3:20])[CH:17]=[CH:18][C:13]=3[N:12]3[C:21]([CH3:24])=[N:22][N:23]=[C:11]3[C@H:10]([CH2:25][C:26](O)=[O:27])[N:9]=2)=[CH:4][CH:3]=1.CCN=C=NCCCN(C)C.[NH2:40][CH2:41][CH2:42][O:43][CH2:44][CH2:45][O:46][CH2:47][CH2:48][O:49][CH2:50][CH2:51][O:52][CH2:53][CH2:54][O:55][CH2:56][CH2:57][O:58][CH2:59][CH2:60][O:61][CH2:62][CH2:63][O:64][CH2:65][CH2:66][O:67][C:68]1[CH:69]=[CH:70][C:71]2[N:77]3[C:78]([CH3:81])=[N:79][N:80]=[C:76]3[C@H:75]([CH2:82][C:83]([NH:85][CH2:86][CH3:87])=[O:84])[N:74]=[C:73]([C:88]3[CH:93]=[CH:92][C:91]([Cl:94])=[CH:90][CH:89]=3)[C:72]=2[CH:95]=1. The catalyst is C(Cl)Cl.CN(C1C=CN=CC=1)C. The product is [Cl:94][C:91]1[CH:92]=[CH:93][C:88]([C:73]2[C:72]3[CH:95]=[C:68]([O:67][CH2:66][CH2:65][O:64][CH2:63][CH2:62][O:61][CH2:60][CH2:59][O:58][CH2:57][CH2:56][O:55][CH2:54][CH2:53][O:52][CH2:51][CH2:50][O:49][CH2:48][CH2:47][O:46][CH2:45][CH2:44][O:43][CH2:42][CH2:41][NH:40][C:26](=[O:27])[CH2:25][C@@H:10]4[N:9]=[C:8]([C:5]5[CH:6]=[CH:7][C:2]([Cl:1])=[CH:3][CH:4]=5)[C:14]5[CH:15]=[C:16]([O:19][CH3:20])[CH:17]=[CH:18][C:13]=5[N:12]5[C:21]([CH3:24])=[N:22][N:23]=[C:11]45)[CH:69]=[CH:70][C:71]=3[N:77]3[C:78]([CH3:81])=[N:79][N:80]=[C:76]3[C@H:75]([CH2:82][C:83]([NH:85][CH2:86][CH3:87])=[O:84])[N:74]=2)=[CH:89][CH:90]=1. The yield is 0.224.